This data is from Full USPTO retrosynthesis dataset with 1.9M reactions from patents (1976-2016). The task is: Predict the reactants needed to synthesize the given product. (1) Given the product [Cl:24][C:21]1[CH:20]=[CH:19][C:18]([C@@H:7]([C:8]2[CH:17]=[CH:16][C:11]([C:12]([O:14][CH3:15])=[O:13])=[CH:10][CH:9]=2)[N:6]2[CH2:28][CH:27]([OH:29])[CH2:25]2)=[CH:23][CH:22]=1, predict the reactants needed to synthesize it. The reactants are: C(=O)([O-])O.[Na+].[NH2:6][C@@H:7]([C:18]1[CH:23]=[CH:22][C:21]([Cl:24])=[CH:20][CH:19]=1)[C:8]1[CH:17]=[CH:16][C:11]([C:12]([O:14][CH3:15])=[O:13])=[CH:10][CH:9]=1.[CH2:25]([CH:27]1[O:29][CH2:28]1)Br. (2) Given the product [ClH:22].[CH2:1]([CH:8]1[CH2:13][CH2:12][NH:11][CH2:10][CH:9]1[CH3:21])[C:2]1[CH:7]=[CH:6][CH:5]=[CH:4][CH:3]=1, predict the reactants needed to synthesize it. The reactants are: [CH2:1]([CH:8]1[CH2:13][CH2:12][N:11](C(OC(C)(C)C)=O)[CH2:10][CH:9]1[CH3:21])[C:2]1[CH:7]=[CH:6][CH:5]=[CH:4][CH:3]=1.[ClH:22]. (3) Given the product [NH2:11][C:23]1([C:30]([O:32][CH2:33][CH3:34])=[O:31])[CH2:27][C:26](=[O:28])[NH:25][C:24]1=[O:29], predict the reactants needed to synthesize it. The reactants are: C(OC([N:11]([C:23]1([C:30]([O:32][CH2:33][CH3:34])=[O:31])[CH2:27][C:26](=[O:28])[NH:25][C:24]1=[O:29])NC(OCC1C=CC=CC=1)=O)=O)C1C=CC=CC=1.[H][H]. (4) Given the product [NH2:4][C:3]1[CH:6]=[C:7]([CH:8]=[CH:9][C:2]=1[NH2:1])[CH2:10][N:11]1[C:16](=[O:17])[CH:15]=[CH:14][C:13]([C:18]2[CH:19]=[C:20]([F:26])[C:21]([F:25])=[C:22]([F:24])[CH:23]=2)=[N:12]1, predict the reactants needed to synthesize it. The reactants are: [N:1]1S[N:4]=[C:3]2[CH:6]=[C:7]([CH2:10][N:11]3[C:16](=[O:17])[CH:15]=[CH:14][C:13]([C:18]4[CH:23]=[C:22]([F:24])[C:21]([F:25])=[C:20]([F:26])[CH:19]=4)=[N:12]3)[CH:8]=[CH:9][C:2]=12.